From a dataset of Reaction yield outcomes from USPTO patents with 853,638 reactions. Predict the reaction yield, written as a fraction of the theoretical maximum amount of product (1.0 means a 100% yield; for example, 0.34 means a 34% yield). (1) The reactants are [C:1]([O:5][C:6](=[O:37])[NH:7][C:8]1[CH:13]=[CH:12][CH:11]=[C:10]([C:14]2[CH:19]=[CH:18][C:17]([S:20]([N:23]3[CH2:27][CH2:26][CH2:25][CH:24]3[C:28](C)(C)[O:29][SiH2]C(C)(C)C)(=[O:22])=[O:21])=[CH:16][CH:15]=2)[N:9]=1)([CH3:4])([CH3:3])[CH3:2].CCCC[N+](CCCC)(CCCC)CCCC.[F-]. The catalyst is C(Cl)Cl. The product is [C:1]([O:5][C:6](=[O:37])[NH:7][C:8]1[CH:13]=[CH:12][CH:11]=[C:10]([C:14]2[CH:19]=[CH:18][C:17]([S:20]([N:23]3[CH2:27][CH2:26][CH2:25][CH:24]3[CH2:28][OH:29])(=[O:22])=[O:21])=[CH:16][CH:15]=2)[N:9]=1)([CH3:4])([CH3:2])[CH3:3]. The yield is 0.860. (2) The reactants are [CH3:1][CH:2]([OH:7])[CH2:3][CH2:4][CH:5]=[CH2:6].C(N(CC)CC)C.[CH3:15][S:16](Cl)(=[O:18])=[O:17]. The catalyst is ClCCl. The product is [CH3:15][S:16]([O:7][CH:2]([CH2:3][CH2:4][CH:5]=[CH2:6])[CH3:1])(=[O:18])=[O:17]. The yield is 0.820. (3) The reactants are [Cl:1][C:2]1[CH:18]=[CH:17][C:5]([C:6]([NH:8][C:9]2[CH:14]=[CH:13][C:12]([S:15][CH3:16])=[CH:11][CH:10]=2)=O)=[CH:4][CH:3]=1.COC1C=CC(P2(SP(C3C=CC(OC)=CC=3)(=S)S2)=[S:28])=CC=1. The product is [Cl:1][C:2]1[CH:18]=[CH:17][C:5]([C:6](=[S:28])[NH:8][C:9]2[CH:14]=[CH:13][C:12]([S:15][CH3:16])=[CH:11][CH:10]=2)=[CH:4][CH:3]=1. The catalyst is C1(C)C=CC=CC=1. The yield is 0.480. (4) The reactants are [OH-].[K+].[F:3][C:4]1[C:5]([I:24])=[CH:6][C:7](=[O:23])[N:8]([CH2:10][CH2:11][C@@:12]([CH3:22])([S:18]([CH3:21])(=[O:20])=[O:19])[C:13]([O:15]CC)=[O:14])[CH:9]=1. The catalyst is CC1CCCO1.O.[OH-].[Na+]. The yield is 0.448. The product is [F:3][C:4]1[C:5]([I:24])=[CH:6][C:7](=[O:23])[N:8]([CH2:10][CH2:11][C@@:12]([CH3:22])([S:18]([CH3:21])(=[O:20])=[O:19])[C:13]([OH:15])=[O:14])[CH:9]=1.